From a dataset of Forward reaction prediction with 1.9M reactions from USPTO patents (1976-2016). Predict the product of the given reaction. (1) Given the reactants Cl.NC[C:4]1[CH:13]=[CH:12][C:7]([C:8]([O:10][CH3:11])=[O:9])=[C:6]([OH:14])[CH:5]=1.[C:15]([O:19][C:20]([O:22]C(OC(C)(C)C)=O)=O)([CH3:18])([CH3:17])[CH3:16].[CH2:30]([N:32](CC)CC)C, predict the reaction product. The product is: [C:15]([O:19][C:20]([NH:32][CH2:30][C:5]1[C:6]([OH:14])=[C:7]([CH:12]=[CH:13][CH:4]=1)[C:8]([O:10][CH3:11])=[O:9])=[O:22])([CH3:18])([CH3:17])[CH3:16]. (2) Given the reactants [S:1]([N:11]1[C:15]2[N:16]=[CH:17][C:18]3[N:19]([C:20]([C:23]45[CH2:30][CH2:29][C:26]([NH:31]C(=O)OC(C)(C)C)([CH2:27][CH2:28]4)[CH2:25][CH2:24]5)=[N:21][CH:22]=3)[C:14]=2[CH:13]=[CH:12]1)([C:4]1[CH:10]=[CH:9][C:7]([CH3:8])=[CH:6][CH:5]=1)(=[O:3])=[O:2].Cl.[CH:40]1([S:43](Cl)(=[O:45])=[O:44])[CH2:42][CH2:41]1, predict the reaction product. The product is: [S:1]([N:11]1[C:15]2[N:16]=[CH:17][C:18]3[N:19]([C:20]([C:23]45[CH2:28][CH2:27][C:26]([NH:31][S:43]([CH:40]6[CH2:42][CH2:41]6)(=[O:45])=[O:44])([CH2:29][CH2:30]4)[CH2:25][CH2:24]5)=[N:21][CH:22]=3)[C:14]=2[CH:13]=[CH:12]1)([C:4]1[CH:5]=[CH:6][C:7]([CH3:8])=[CH:9][CH:10]=1)(=[O:3])=[O:2]. (3) Given the reactants Cl.[NH2:2][C:3]1[CH:8]=[CH:7][CH:6]=[CH:5][C:4]=1[C:9](=[O:11])[CH3:10].C([O-])(O)=O.[Na+].[Cl:17][C:18]1[N:23]=[C:22](Cl)[C:21]([Cl:25])=[CH:20][N:19]=1, predict the reaction product. The product is: [Cl:17][C:18]1[N:23]=[C:22]([NH:2][C:3]2[CH:8]=[CH:7][CH:6]=[CH:5][C:4]=2[C:9](=[O:11])[CH3:10])[C:21]([Cl:25])=[CH:20][N:19]=1. (4) Given the reactants C(OC(=O)[NH:7][CH2:8][CH2:9][NH:10][C:11](=[O:37])[CH2:12][C@@H:13]1[N:19]=[C:18]([C:20]2[CH:25]=[CH:24][C:23]([Cl:26])=[CH:22][CH:21]=2)[C:17]2[CH:27]=[C:28]([O:31][CH3:32])[CH:29]=[CH:30][C:16]=2[N:15]2[C:33]([CH3:36])=[N:34][N:35]=[C:14]12)(C)(C)C.C(O)(C(F)(F)F)=O.[OH-].[K+], predict the reaction product. The product is: [NH2:7][CH2:8][CH2:9][NH:10][C:11](=[O:37])[CH2:12][C@@H:13]1[N:19]=[C:18]([C:20]2[CH:21]=[CH:22][C:23]([Cl:26])=[CH:24][CH:25]=2)[C:17]2[CH:27]=[C:28]([O:31][CH3:32])[CH:29]=[CH:30][C:16]=2[N:15]2[C:33]([CH3:36])=[N:34][N:35]=[C:14]12. (5) Given the reactants [OH:1][CH:2]([C:6]1[CH:11]=[CH:10][C:9]([C:12]2[N:16]=[C:15]([C:17]3[O:21][N:20]=[C:19]([C:22]4[CH:27]=[CH:26][CH:25]=[CH:24][CH:23]=4)[C:18]=3[C:28]([F:31])([F:30])[F:29])[O:14][N:13]=2)=[CH:8][CH:7]=1)[C:3](O)=[O:4].CN1CCOCC1.[NH2:39][C@@H:40]([C:45]([CH3:48])([CH3:47])[CH3:46])[C:41]([NH:43][CH3:44])=[O:42].CN(C(ON1N=NC2C=CC=NC1=2)=[N+](C)C)C.F[P-](F)(F)(F)(F)F, predict the reaction product. The product is: [OH:1][CH:2]([C:6]1[CH:7]=[CH:8][C:9]([C:12]2[N:16]=[C:15]([C:17]3[O:21][N:20]=[C:19]([C:22]4[CH:23]=[CH:24][CH:25]=[CH:26][CH:27]=4)[C:18]=3[C:28]([F:29])([F:30])[F:31])[O:14][N:13]=2)=[CH:10][CH:11]=1)[C:3]([NH:39][C@@H:40]([C:45]([CH3:48])([CH3:47])[CH3:46])[C:41]([NH:43][CH3:44])=[O:42])=[O:4]. (6) Given the reactants [NH:1]1[C:5]2=[N:6][CH:7]=[C:8]([CH:10]=[O:11])[CH:9]=[C:4]2[CH:3]=[CH:2]1.[H-].[Na+].[S:14](Cl)([C:17]1[CH:23]=[CH:22][C:20]([CH3:21])=[CH:19][CH:18]=1)(=[O:16])=[O:15], predict the reaction product. The product is: [S:14]([N:1]1[C:5]2=[N:6][CH:7]=[C:8]([CH:10]=[O:11])[CH:9]=[C:4]2[CH:3]=[CH:2]1)([C:17]1[CH:23]=[CH:22][C:20]([CH3:21])=[CH:19][CH:18]=1)(=[O:16])=[O:15].